This data is from Full USPTO retrosynthesis dataset with 1.9M reactions from patents (1976-2016). The task is: Predict the reactants needed to synthesize the given product. (1) Given the product [CH:30]1([C:26]2[CH:27]=[C:28]([CH3:29])[C:23]([N:20]3[CH2:21][CH2:22][N:17]([C:15]([C:12]4[CH:11]=[CH:10][C:9]([N:1]5[CH2:6][CH2:5][CH2:4][CH2:3][C:2]5=[O:7])=[N:14][CH:13]=4)=[O:16])[CH2:18][CH2:19]3)=[N:24][CH:25]=2)[CH2:31][CH2:32]1, predict the reactants needed to synthesize it. The reactants are: [NH:1]1[CH2:6][CH2:5][CH2:4][CH2:3][C:2]1=[O:7].Br[C:9]1[N:14]=[CH:13][C:12]([C:15]([N:17]2[CH2:22][CH2:21][N:20]([C:23]3[C:28]([CH3:29])=[CH:27][C:26]([CH:30]4[CH2:32][CH2:31]4)=[CH:25][N:24]=3)[CH2:19][CH2:18]2)=[O:16])=[CH:11][CH:10]=1. (2) Given the product [F:14][C:13]([F:16])([F:15])[C:12]([F:18])([F:17])[CH2:11][CH2:10][CH2:9][CH2:8][CH2:7][CH2:6][I:19], predict the reactants needed to synthesize it. The reactants are: CS(O[CH2:6][CH2:7][CH2:8][CH2:9][CH2:10][CH2:11][C:12]([F:18])([F:17])[C:13]([F:16])([F:15])[F:14])(=O)=O.[I-:19].[Na+]. (3) Given the product [Cl:8][C:9]1[N:14]=[C:13]([NH:16][C:17]2[CH:18]=[C:19]3[C:23](=[CH:24][CH:25]=2)[NH:22][C:21]([CH3:26])=[CH:20]3)[CH:12]=[CH:11][N:10]=1, predict the reactants needed to synthesize it. The reactants are: CCN(CC)CC.[Cl:8][C:9]1[N:14]=[C:13](Cl)[CH:12]=[CH:11][N:10]=1.[NH2:16][C:17]1[CH:18]=[C:19]2[C:23](=[CH:24][CH:25]=1)[NH:22][C:21]([CH3:26])=[CH:20]2. (4) The reactants are: O[C@@H]1C2C=CN3C(C)=C(C)N=C3C=2N[C@H](C2C=CC=CC=2)[C@H]1O.[OH:24][C@H:25]1[C@@H:34]([O:35][CH2:36][CH2:37][O:38]CCOC)[C:33]2[CH:32]=[CH:31][N:30]3[C:43]([CH3:47])=[C:44]([CH3:46])[N:45]=[C:29]3[C:28]=2[NH:27][C@@H:26]1[C:48]1[CH:53]=[CH:52][CH:51]=[CH:50][CH:49]=1.S(=O)(=O)(O)O.[OH-].[Na+]. Given the product [CH3:46][C:44]1[N:45]=[C:29]2[C:28]3[NH:27][C@H:26]([C:48]4[CH:53]=[CH:52][CH:51]=[CH:50][CH:49]=4)[C@@H:25]([OH:24])[C@H:34]([O:35][CH2:36][CH2:37][OH:38])[C:33]=3[CH:32]=[CH:31][N:30]2[C:43]=1[CH3:47], predict the reactants needed to synthesize it. (5) Given the product [Cl:1][C:2]1[C:10]([OH:11])=[CH:9][CH:8]=[CH:7][C:3]=1[C:4]([OH:6])=[O:5], predict the reactants needed to synthesize it. The reactants are: [Cl:1][C:2]1[C:10]([O:11]C)=[CH:9][CH:8]=[CH:7][C:3]=1[C:4]([OH:6])=[O:5].Br. (6) Given the product [CH3:32][N:29]1[C:30]([CH3:31])=[C:26]([C:24]([NH:23][C:20]2[CH:19]=[CH:18][C:17]([O:16][C:14]3[CH:13]=[CH:12][N:11]=[C:10]([NH:9][C:8]([NH:42][CH3:41])=[O:40])[CH:15]=3)=[CH:22][CH:21]=2)=[O:25])[C:27](=[O:39])[N:28]1[C:33]1[CH:38]=[CH:37][CH:36]=[CH:35][CH:34]=1, predict the reactants needed to synthesize it. The reactants are: C1(O[C:8](=[O:40])[NH:9][C:10]2[CH:15]=[C:14]([O:16][C:17]3[CH:22]=[CH:21][C:20]([NH:23][C:24]([C:26]4[C:27](=[O:39])[N:28]([C:33]5[CH:38]=[CH:37][CH:36]=[CH:35][CH:34]=5)[N:29]([CH3:32])[C:30]=4[CH3:31])=[O:25])=[CH:19][CH:18]=3)[CH:13]=[CH:12][N:11]=2)C=CC=CC=1.[CH3:41][NH2:42].